From a dataset of Forward reaction prediction with 1.9M reactions from USPTO patents (1976-2016). Predict the product of the given reaction. (1) Given the reactants N(C(C#N)(C)CCC(O)=O)=N[C:3](C#N)(C)[CH2:4]CC(O)=O.O.[C:22]([O:26][CH2:27][CH2:28][O:29][CH3:30])(=[O:25])[CH:23]=[CH2:24], predict the reaction product. The product is: [C:22]([O:26][CH2:27][CH2:28][CH2:3][CH3:4])(=[O:25])[CH:23]=[CH2:24].[C:22]([O:26][CH2:27][CH2:28][O:29][CH3:30])(=[O:25])[CH:23]=[CH2:24]. (2) Given the reactants [F:1][C:2]([F:8])([F:7])[S:3]([O-:6])(=[O:5])=[O:4].[F:9][C:10]1[CH:11]=[C:12]([N+:20]([CH3:23])([CH3:22])[CH3:21])[CH:13]=[CH:14][C:15]=1[C:16]([O:18]C)=[O:17].FC(F)(F)C(O)=O, predict the reaction product. The product is: [F:1][C:2]([F:8])([F:7])[S:3]([O-:6])(=[O:5])=[O:4].[C:16]([C:15]1[CH:14]=[CH:13][C:12]([N+:20]([CH3:22])([CH3:21])[CH3:23])=[CH:11][C:10]=1[F:9])([OH:18])=[O:17].